Dataset: Catalyst prediction with 721,799 reactions and 888 catalyst types from USPTO. Task: Predict which catalyst facilitates the given reaction. (1) Reactant: BrC1C=C(C#N)C=NC=1.[I-:10].[Na+].[CH3:12][NH:13][C@@H:14]1[CH2:19][CH2:18]CC[C@H:15]1[NH:20][CH3:21]. Product: [I:10][C:18]1[CH:21]=[N:20][CH:15]=[C:14]([N+:13]#[C-:12])[CH:19]=1. The catalyst class is: 185. (2) Reactant: C([N:8]1[C:13](=[O:14])[CH:12]=[C:11]([C:15]2[CH:20]=[CH:19][CH:18]=[CH:17][CH:16]=2)[C:10]([Cl:21])=[N:9]1)C1C=CC=CC=1.[Cl-].[Al+3].[Cl-].[Cl-]. Product: [Cl:21][C:10]1[C:11]([C:15]2[CH:20]=[CH:19][CH:18]=[CH:17][CH:16]=2)=[CH:12][C:13](=[O:14])[NH:8][N:9]=1. The catalyst class is: 11. (3) Reactant: [Br:1][C:2]1[CH:3]=[CH:4][C:5]2[O:14][CH2:13][CH2:12][C:11]3[CH:10]=[C:9]([C:15]4O[CH:17]=[N:18][N:19]=4)[S:8][C:7]=3[C:6]=2[CH:20]=1.[Cl:21][C:22]1[CH:28]=[C:27]([Cl:29])[CH:26]=[CH:25][C:23]=1[NH2:24].C(O)(C(F)(F)F)=O.CCN(C(C)C)C(C)C. Product: [Br:1][C:2]1[CH:3]=[CH:4][C:5]2[O:14][CH2:13][CH2:12][C:11]3[CH:10]=[C:9]([C:15]4[N:24]([C:23]5[CH:25]=[CH:26][C:27]([Cl:29])=[CH:28][C:22]=5[Cl:21])[CH:17]=[N:18][N:19]=4)[S:8][C:7]=3[C:6]=2[CH:20]=1. The catalyst class is: 11. (4) Reactant: [Cl:1][C:2]1[C:3]([NH:15][CH:16]2[CH2:21][CH2:20][CH2:19][CH:18]([CH2:22][N:23]3C(=O)C4C(=CC=CC=4)C3=O)[CH2:17]2)=[N:4][C:5]([NH:8][C:9]2[CH:10]=[N:11][N:12]([CH3:14])[CH:13]=2)=[N:6][CH:7]=1.O.NN. Product: [NH2:23][CH2:22][CH:18]1[CH2:19][CH2:20][CH2:21][CH:16]([NH:15][C:3]2[C:2]([Cl:1])=[CH:7][N:6]=[C:5]([NH:8][C:9]3[CH:10]=[N:11][N:12]([CH3:14])[CH:13]=3)[N:4]=2)[CH2:17]1. The catalyst class is: 14. (5) Reactant: CC(NC[C@@H]1OC(=O)[N:8]([C:12]2[CH:13]=[CH:14][C:15]([N:19]3[CH2:24][CH2:23][O:22][CH2:21][CH2:20]3)=[C:16]([F:18])[CH:17]=2)C1)=O.FC1C=C([N+]([O-])=O)C=CC=1N1CCOCC1.C([O-])=O.[NH4+].CC(C)=O. Product: [F:18][C:16]1[CH:17]=[C:12]([CH:13]=[CH:14][C:15]=1[N:19]1[CH2:24][CH2:23][O:22][CH2:21][CH2:20]1)[NH2:8]. The catalyst class is: 153.